Dataset: Reaction yield outcomes from USPTO patents with 853,638 reactions. Task: Predict the reaction yield, written as a fraction of the theoretical maximum amount of product (1.0 means a 100% yield; for example, 0.34 means a 34% yield). (1) The reactants are [OH:1][C:2]1[CH:3]=[C:4]([CH:9]=[CH:10][CH:11]=1)[C:5]([O:7][CH3:8])=[O:6].Cl[CH2:13][C@H:14]1[CH2:18][O:17][C:16]([CH3:20])([CH3:19])[O:15]1.C([O-])([O-])=O.[K+].[K+].Cl. The catalyst is CN(C=O)C.O. The product is [CH3:19][C:16]1([CH3:20])[O:15][C@@H:14]([CH2:13][O:1][C:2]2[CH:3]=[C:4]([CH:9]=[CH:10][CH:11]=2)[C:5]([O:7][CH3:8])=[O:6])[CH2:18][O:17]1. The yield is 0.850. (2) The reactants are [CH2:1]([O:8][NH:9][CH2:10][CH:11]1[C:16](=[O:17])[NH:15][C:14]2[CH:18]=[CH:19][CH:20]=[CH:21][C:13]=2[S:12]1)[C:2]1[CH:7]=[CH:6][CH:5]=[CH:4][CH:3]=1.[C:22](OC(=O)C)(=[O:24])C. The catalyst is C(O)=O.CCOC(C)=O. The product is [CH2:1]([O:8][N:9]([CH2:10][CH:11]1[C:16](=[O:17])[NH:15][C:14]2[CH:18]=[CH:19][CH:20]=[CH:21][C:13]=2[S:12]1)[CH:22]=[O:24])[C:2]1[CH:3]=[CH:4][CH:5]=[CH:6][CH:7]=1. The yield is 0.810. (3) The reactants are [N+:1]([C:4]1[CH:5]=[C:6]([CH:16]=[CH:17][CH:18]=1)[C:7]([NH:9][C:10]1[CH:15]=[CH:14][N:13]=[CH:12][CH:11]=1)=[O:8])([O-])=O. The catalyst is CCO.[Pd]. The product is [NH2:1][C:4]1[CH:5]=[C:6]([CH:16]=[CH:17][CH:18]=1)[C:7]([NH:9][C:10]1[CH:15]=[CH:14][N:13]=[CH:12][CH:11]=1)=[O:8]. The yield is 1.00. (4) The reactants are [F:1][C:2]1[CH:18]=[C:17]([N+:19]([O-:21])=[O:20])[CH:16]=[CH:15][C:3]=1[O:4][C:5]1[CH:10]=[CH:9][N:8]=[C:7]2[CH:11]=[C:12](I)[S:13][C:6]=12.Br[C:23]1[N:28]=[CH:27][C:26]([CH:29]=[O:30])=[CH:25][CH:24]=1.C[Sn](C)(C)[Sn](C)(C)C. The catalyst is O1CCOCC1. The product is [F:1][C:2]1[CH:18]=[C:17]([N+:19]([O-:21])=[O:20])[CH:16]=[CH:15][C:3]=1[O:4][C:5]1[CH:10]=[CH:9][N:8]=[C:7]2[CH:11]=[C:12]([C:23]3[CH:24]=[CH:25][C:26]([CH:29]=[O:30])=[CH:27][N:28]=3)[S:13][C:6]=12. The yield is 0.500. (5) The reactants are [OH-].[Na+].[O:3]1[CH2:8][CH2:7][CH2:6][CH2:5][CH:4]1[O:9][CH2:10][CH2:11][C:12]([O:14]C)=[O:13]. The catalyst is C1COCC1. The product is [O:3]1[CH2:8][CH2:7][CH2:6][CH2:5][CH:4]1[O:9][CH2:10][CH2:11][C:12]([OH:14])=[O:13]. The yield is 0.910. (6) The product is [C:14]1([CH3:21])[CH:15]=[C:16]([CH3:20])[CH:17]=[C:18]([CH3:19])[C:13]=1[C:11]1[N:12]=[C:8]([NH:7][C:5](=[O:6])[C:4]2[CH:22]=[CH:23][N:24]=[C:2]([N:29]3[CH2:30][CH2:31][N:26]([CH3:25])[CH2:27][CH2:28]3)[CH:3]=2)[S:9][CH:10]=1. The yield is 0.270. The catalyst is CN1CCCC1=O. The reactants are Cl[C:2]1[CH:3]=[C:4]([CH:22]=[CH:23][N:24]=1)[C:5]([NH:7][C:8]1[S:9][CH:10]=[C:11]([C:13]2[C:18]([CH3:19])=[CH:17][C:16]([CH3:20])=[CH:15][C:14]=2[CH3:21])[N:12]=1)=[O:6].[CH3:25][N:26]1[CH2:31][CH2:30][NH:29][CH2:28][CH2:27]1.O. (7) The reactants are [NH:1]1[C:5]([C:6]([OH:8])=O)=[CH:4][C:3]([C:9]([OH:11])=[O:10])=[N:2]1.CCN(C(C)C)C(C)C.CN(C(ON1N=NC2C=CC=NC1=2)=[N+](C)C)C.F[P-](F)(F)(F)(F)F.[NH2:45][C@H:46]([CH2:54][C:55]1[CH:60]=[CH:59][C:58]([C:61]2[CH:66]=[CH:65][CH:64]=[CH:63][CH:62]=2)=[CH:57][CH:56]=1)[CH2:47][C:48]1([C:51]([OH:53])=[O:52])[CH2:50][CH2:49]1. The catalyst is C(Cl)Cl. The product is [C:58]1([C:61]2[CH:62]=[CH:63][CH:64]=[CH:65][CH:66]=2)[CH:57]=[CH:56][C:55]([CH2:54][C@@H:46]([NH:45][C:6]([C:5]2[CH:4]=[C:3]([C:9]([OH:11])=[O:10])[NH:2][N:1]=2)=[O:8])[CH2:47][C:48]2([C:51]([OH:53])=[O:52])[CH2:50][CH2:49]2)=[CH:60][CH:59]=1. The yield is 0.930.